Dataset: Forward reaction prediction with 1.9M reactions from USPTO patents (1976-2016). Task: Predict the product of the given reaction. (1) Given the reactants [CH:1]1[C:2]([CH2:10][C@@H:11]([NH2:28])[CH2:12][C:13]([N:15]2[CH2:27][C:19]3=[N:20][N:21]=[C:22]([C:23]([F:26])([F:25])[F:24])[N:18]3[CH2:17][CH2:16]2)=[O:14])=[C:3]([F:9])[CH:4]=[C:5]([F:8])[C:6]=1[F:7].[C:29]1([S:35]([OH:38])(=[O:37])=[O:36])[CH:34]=[CH:33][CH:32]=[CH:31][CH:30]=1, predict the reaction product. The product is: [CH:1]1[C:2]([CH2:10][C@@H:11]([NH2:28])[CH2:12][C:13]([N:15]2[CH2:27][C:19]3=[N:20][N:21]=[C:22]([C:23]([F:26])([F:25])[F:24])[N:18]3[CH2:17][CH2:16]2)=[O:14])=[C:3]([F:9])[CH:4]=[C:5]([F:8])[C:6]=1[F:7].[C:29]1([S:35]([O-:38])(=[O:37])=[O:36])[CH:34]=[CH:33][CH:32]=[CH:31][CH:30]=1. (2) Given the reactants [F:1][C:2]1[CH:7]=[CH:6][CH:5]=[CH:4][C:3]=1[C:8]1[N:9]=[N:10][N:11]2[C:20]3[C:15](=[CH:16][CH:17]=[CH:18][CH:19]=3)[C:14](OS(C3C=CC(C)=CC=3)(=O)=O)=[N:13][C:12]=12.C(N(CC)CC)C.[C:39]([O:43][C:44]([N:46]1[CH2:51][CH2:50][NH:49][CH2:48][CH2:47]1)=[O:45])([CH3:42])([CH3:41])[CH3:40], predict the reaction product. The product is: [C:39]([O:43][C:44]([N:46]1[CH2:51][CH2:50][N:49]([C:14]2[C:15]3[C:20](=[CH:19][CH:18]=[CH:17][CH:16]=3)[N:11]3[N:10]=[N:9][C:8]([C:3]4[CH:4]=[CH:5][CH:6]=[CH:7][C:2]=4[F:1])=[C:12]3[N:13]=2)[CH2:48][CH2:47]1)=[O:45])([CH3:42])([CH3:40])[CH3:41].